Dataset: Full USPTO retrosynthesis dataset with 1.9M reactions from patents (1976-2016). Task: Predict the reactants needed to synthesize the given product. (1) The reactants are: [CH:1]1([CH2:6][N:7]([CH2:18][CH3:19])[C:8]2[C:9]([CH2:16][OH:17])=[N:10][C:11]([O:14][CH3:15])=[CH:12][CH:13]=2)[CH2:5][CH2:4][CH2:3][CH2:2]1. Given the product [CH:1]1([CH2:6][N:7]([CH2:18][CH3:19])[C:8]2[C:9]([CH:16]=[O:17])=[N:10][C:11]([O:14][CH3:15])=[CH:12][CH:13]=2)[CH2:2][CH2:3][CH2:4][CH2:5]1, predict the reactants needed to synthesize it. (2) Given the product [F:10][C:11]1[CH:26]=[CH:25][C:14]([O:15][CH2:16][C@@H:17]2[CH2:18][CH2:19][C@H:20]([CH2:23][NH:24][C:6]([C:4]3[CH:3]=[N:2][NH:1][CH:5]=3)=[O:8])[CH2:21][CH2:22]2)=[CH:13][CH:12]=1, predict the reactants needed to synthesize it. The reactants are: [NH:1]1[CH:5]=[C:4]([C:6]([OH:8])=O)[CH:3]=[N:2]1.Cl.[F:10][C:11]1[CH:26]=[CH:25][C:14]([O:15][CH2:16][C@@H:17]2[CH2:22][CH2:21][C@H:20]([CH2:23][NH2:24])[CH2:19][CH2:18]2)=[CH:13][CH:12]=1. (3) Given the product [CH2:14]1[C:22]2[C:17](=[CH:18][CH:19]=[CH:20][CH:21]=2)[CH2:16][N:15]1[C:6]([NH:8][C:32]1[CH:31]=[CH:30][C:29]([C:33]([O:35][CH3:36])=[O:34])=[N:25][CH:24]=1)=[O:7], predict the reactants needed to synthesize it. The reactants are: NC1C=CC([C:6]([NH:8]CCC)=[O:7])=CC=1.[CH2:14]1[C:22]2[C:17](=[CH:18][CH:19]=[CH:20][CH:21]=2)[CH2:16][NH:15]1.Cl.[CH2:24]1[C:32]2C(=C[C:29]([C:33]([O:35][CH3:36])=[O:34])=[CH:30][CH:31]=2)C[NH:25]1. (4) Given the product [Br:1][C:2]1[C:3](=[O:8])[NH:4][C:5]([CH:10]([C:17]2[CH:22]=[CH:21][CH:20]=[CH:19][CH:18]=2)[CH2:11][N:12]2[CH2:13][CH2:14][CH2:15][CH2:16]2)=[N:6][CH:7]=1, predict the reactants needed to synthesize it. The reactants are: [Br:1][C:2]1[C:3](=[O:8])[NH:4][CH:5]=[N:6][CH:7]=1.Cl[CH:10]([C:17]1[CH:22]=[CH:21][CH:20]=[CH:19][CH:18]=1)[CH2:11][N:12]1[CH2:16][CH2:15][CH2:14][CH2:13]1. (5) Given the product [NH2:1][C:3]1[C:4]2[C:11]([I:12])=[CH:10][N:9]([CH2:13][CH2:14][C@@H:15]([NH:18][C:19](=[O:25])[O:20][C:21]([CH3:24])([CH3:23])[CH3:22])[CH:16]=[CH2:17])[C:5]=2[N:6]=[CH:7][N:8]=1, predict the reactants needed to synthesize it. The reactants are: [NH3:1].Cl[C:3]1[C:4]2[C:11]([I:12])=[CH:10][N:9]([CH2:13][CH2:14][C@@H:15]([NH:18][C:19](=[O:25])[O:20][C:21]([CH3:24])([CH3:23])[CH3:22])[CH:16]=[CH2:17])[C:5]=2[N:6]=[CH:7][N:8]=1.O. (6) Given the product [N:24](/[C:27](=[CH:17]\[C:16]1[CH:19]=[CH:20][C:13]([O:12][CH2:5][C:6]2[CH:11]=[CH:10][CH:9]=[CH:8][CH:7]=2)=[C:14]([N+:21]([O-:23])=[O:22])[CH:15]=1)/[C:28]([O:30][CH3:31])=[O:29])=[N+:25]=[N-:26], predict the reactants needed to synthesize it. The reactants are: C[O-].[Na+].[Na].[CH2:5]([O:12][C:13]1[CH:20]=[CH:19][C:16]([CH:17]=O)=[CH:15][C:14]=1[N+:21]([O-:23])=[O:22])[C:6]1[CH:11]=[CH:10][CH:9]=[CH:8][CH:7]=1.[N:24]([CH2:27][C:28]([O:30][CH3:31])=[O:29])=[N+:25]=[N-:26]. (7) The reactants are: [CH2:1]([O:8][C:9]([CH3:16])(O)[C:10](OCC)=[O:11])[C:2]1[CH:7]=[CH:6][CH:5]=[CH:4][CH:3]=1.[H-].[Al+3].[Li+].[H-].[H-].[H-].S([O-])([O-])(=O)=O.[Na+].[Na+]. Given the product [CH2:1]([O:8][CH:9]([CH3:16])[CH2:10][OH:11])[C:2]1[CH:7]=[CH:6][CH:5]=[CH:4][CH:3]=1, predict the reactants needed to synthesize it. (8) Given the product [F:7][C:8]([F:17])([F:16])[C:9]1([CH2:12][CH2:13][OH:14])[CH2:11][CH2:10]1, predict the reactants needed to synthesize it. The reactants are: B.C1COCC1.[F:7][C:8]([F:17])([F:16])[C:9]1([CH2:12][C:13](O)=[O:14])[CH2:11][CH2:10]1. (9) Given the product [Cl:17][C:7]1[C:3]([C:2]([F:9])([F:8])[F:1])=[N:4][NH:5][CH:6]=1, predict the reactants needed to synthesize it. The reactants are: [F:1][C:2]([F:9])([F:8])[C:3]1[CH:7]=[CH:6][NH:5][N:4]=1.[N+]([O-])([O-])=O.[NH4+].[Ce].[Ce].[Cl:17]N1C(=O)CCC1=O.